This data is from CYP2C19 inhibition data for predicting drug metabolism from PubChem BioAssay. The task is: Regression/Classification. Given a drug SMILES string, predict its absorption, distribution, metabolism, or excretion properties. Task type varies by dataset: regression for continuous measurements (e.g., permeability, clearance, half-life) or binary classification for categorical outcomes (e.g., BBB penetration, CYP inhibition). Dataset: cyp2c19_veith. (1) The drug is COCCNC(=O)CSc1nc2ccc(N3CCOCC3)cc2c(=O)n1Cc1ccc(OC)cc1. The result is 1 (inhibitor). (2) The compound is COCCNc1ncncc1-c1ccccc1OC. The result is 1 (inhibitor). (3) The molecule is COc1cc(Br)cc2cc(C(=O)NCC3CCCO3)c(=O)oc12. The result is 1 (inhibitor). (4) The compound is COc1cc(/C=N/O)cc(Br)c1OCc1ccc(Cl)cc1. The result is 1 (inhibitor). (5) The compound is Cc1ccccc1C(=O)Nc1cccc(NC(=S)NC(=O)c2cccs2)c1. The result is 1 (inhibitor). (6) The compound is CCOC(=O)Cc1csc(N/N=C/c2ccc(C(F)(F)F)cc2)n1. The result is 0 (non-inhibitor). (7) The drug is Cc1nn(C)c(C)c1CNC(=O)c1cnn2c1NC(c1ccccc1)CC2C(F)(F)F. The result is 0 (non-inhibitor). (8) The drug is COc1ccccc1-c1cc(C(=O)Nc2cc(C)n(Cc3ccc(Cl)cc3)n2)no1. The result is 1 (inhibitor). (9) The compound is COc1cc(-c2nnc(SCC3(c4ccccc4)OCCO3)o2)cc(OC)c1OC. The result is 1 (inhibitor).